Predict which catalyst facilitates the given reaction. From a dataset of Catalyst prediction with 721,799 reactions and 888 catalyst types from USPTO. Reactant: [CH2:1]=[C:2]1[CH2:6][N:5]([C:7](=[O:27])[C:8]2[CH:13]=[C:12]([O:14][CH3:15])[C:11]([O:16][CH2:17][C:18]3[CH:23]=[CH:22][CH:21]=[CH:20][CH:19]=3)=[CH:10][C:9]=2[N+:24]([O-])=O)[C@H:4]([CH:28]=O)[CH2:3]1.S(S([O-])=O)([O-])=O.[Na+].[Na+].C(Cl)Cl.CO.C(Cl)(C)=O. Product: [CH3:15][O:14][C:12]1[C:11]([O:16][CH2:17][C:18]2[CH:19]=[CH:20][CH:21]=[CH:22][CH:23]=2)=[CH:10][C:9]2[N:24]=[CH:28][C@@H:4]3[CH2:3][C:2](=[CH2:1])[CH2:6][N:5]3[C:7](=[O:27])[C:8]=2[CH:13]=1. The catalyst class is: 20.